From a dataset of Forward reaction prediction with 1.9M reactions from USPTO patents (1976-2016). Predict the product of the given reaction. (1) Given the reactants CN(C(ON1N=NC2C=CC=NC1=2)=[N+](C)C)C.F[P-](F)(F)(F)(F)F.[F:25][C:26]1[CH:34]=[C:33]([O:35][C:36]2[CH:41]=[CH:40][CH:39]=[CH:38][C:37]=2[O:42][CH3:43])[CH:32]=[CH:31][C:27]=1[C:28]([OH:30])=O.Cl.[CH:45]1([CH2:48][NH:49][CH2:50][C:51]2[CH:60]=[CH:59][C:54]([C:55]([O:57][CH3:58])=[O:56])=[CH:53][CH:52]=2)[CH2:47][CH2:46]1.CCN(C(C)C)C(C)C, predict the reaction product. The product is: [CH:45]1([CH2:48][N:49]([CH2:50][C:51]2[CH:52]=[CH:53][C:54]([C:55]([O:57][CH3:58])=[O:56])=[CH:59][CH:60]=2)[C:28](=[O:30])[C:27]2[CH:31]=[CH:32][C:33]([O:35][C:36]3[CH:41]=[CH:40][CH:39]=[CH:38][C:37]=3[O:42][CH3:43])=[CH:34][C:26]=2[F:25])[CH2:46][CH2:47]1. (2) The product is: [CH:17]1([NH:20][S:13]([C:7]2[CH:8]=[CH:9][C:10]([F:12])=[CH:11][C:6]=2[CH2:5][NH:4][C:1](=[O:3])[CH3:2])(=[O:15])=[O:14])[CH2:19][CH2:18]1. Given the reactants [C:1]([NH:4][CH2:5][C:6]1[CH:11]=[C:10]([F:12])[CH:9]=[CH:8][C:7]=1[S:13](Cl)(=[O:15])=[O:14])(=[O:3])[CH3:2].[CH:17]1([NH2:20])[CH2:19][CH2:18]1.C(N(CC)CC)C, predict the reaction product. (3) Given the reactants [CH3:1][S:2]([O:5]S(C)(=O)=O)(=O)=[O:3].C(N(CC)CC)C.[NH:17]1[CH2:22][CH2:21][CH:20]([NH:23][C:24](=[O:52])[C:25]2[CH:30]=[CH:29][C:28]([C:31]3([C:38]4[CH:43]=[CH:42][C:41]([O:44][CH2:45][C:46]5[CH:51]=[CH:50][CH:49]=[CH:48][N:47]=5)=[CH:40][CH:39]=4)[CH2:36][CH:35]4[CH2:37][CH:32]3[CH2:33][CH2:34]4)=[CH:27][CH:26]=2)[CH2:19][CH2:18]1, predict the reaction product. The product is: [CH3:1][S:2]([N:17]1[CH2:18][CH2:19][CH:20]([NH:23][C:24](=[O:52])[C:25]2[CH:26]=[CH:27][C:28]([C:31]3([C:38]4[CH:43]=[CH:42][C:41]([O:44][CH2:45][C:46]5[CH:51]=[CH:50][CH:49]=[CH:48][N:47]=5)=[CH:40][CH:39]=4)[CH2:36][CH:35]4[CH2:37][CH:32]3[CH2:33][CH2:34]4)=[CH:29][CH:30]=2)[CH2:21][CH2:22]1)(=[O:5])=[O:3]. (4) Given the reactants Cl[C:2]1[N:7]=[C:6]2[CH2:8][CH2:9][CH2:10][C:5]2=[C:4]([Cl:11])[CH:3]=1.[Cl:12][C:13]1[CH:14]=[C:15](B(O)O)[CH:16]=[C:17]([F:19])[CH:18]=1, predict the reaction product. The product is: [Cl:11][C:4]1[CH:3]=[C:2]([C:15]2[CH:16]=[C:17]([F:19])[CH:18]=[C:13]([Cl:12])[CH:14]=2)[N:7]=[C:6]2[CH2:8][CH2:9][CH2:10][C:5]=12. (5) Given the reactants [NH2:1][CH:2]([CH2:7][C:8]1[CH:13]=[C:12]([F:14])[C:11]([F:15])=[CH:10][C:9]=1[F:16])[CH2:3][C:4]([OH:6])=[O:5].C(N(CC)CC)C.[C:24]1([CH2:30][C:31](Cl)=[O:32])[CH:29]=[CH:28][CH:27]=[CH:26][CH:25]=1, predict the reaction product. The product is: [C:24]1([CH2:30][C:31]([NH:1][CH:2]([CH2:7][C:8]2[CH:13]=[C:12]([F:14])[C:11]([F:15])=[CH:10][C:9]=2[F:16])[CH2:3][C:4]([OH:6])=[O:5])=[O:32])[CH:29]=[CH:28][CH:27]=[CH:26][CH:25]=1. (6) Given the reactants [NH2:1][C:2]1[CH:10]=[C:9]2[C:5]([C:6]([C:24]3[CH:33]=[CH:32][C:27]([C:28]([O:30][CH3:31])=[O:29])=[CH:26][C:25]=3[F:34])=[N:7][N:8]2[C:11](=[O:23])[C:12]2[C:17]([C:18]([F:21])([F:20])[F:19])=[CH:16][CH:15]=[CH:14][C:13]=2[Cl:22])=[CH:4][CH:3]=1.[C:35](Cl)(=[O:38])[O:36][CH3:37], predict the reaction product. The product is: [Cl:22][C:13]1[CH:14]=[CH:15][CH:16]=[C:17]([C:18]([F:21])([F:20])[F:19])[C:12]=1[C:11]([N:8]1[C:9]2[C:5](=[CH:4][CH:3]=[C:2]([NH:1][C:35]([O:36][CH3:37])=[O:38])[CH:10]=2)[C:6]([C:24]2[CH:33]=[CH:32][C:27]([C:28]([O:30][CH3:31])=[O:29])=[CH:26][C:25]=2[F:34])=[N:7]1)=[O:23]. (7) Given the reactants [CH3:1][C:2]1[C:3]([C:10]2[CH:11]=[N:12][C:13]([C:16]([F:19])([F:18])[F:17])=[CH:14][CH:15]=2)=[CH:4][C:5]([C:8]#[N:9])=[N:6][CH:7]=1.[ClH:20], predict the reaction product. The product is: [ClH:20].[CH3:1][C:2]1[C:3]([C:10]2[CH:11]=[N:12][C:13]([C:16]([F:19])([F:17])[F:18])=[CH:14][CH:15]=2)=[CH:4][C:5]([CH2:8][NH2:9])=[N:6][CH:7]=1. (8) Given the reactants Cl[C:2]1[N:7]=[C:6]([CH:8]([CH:11]2[N:15]([CH2:16][CH3:17])[C:14]3[CH:18]=[CH:19][CH:20]=[CH:21][C:13]=3[NH:12]2)[C:9]#[N:10])[C:5]([CH3:22])=[CH:4][N:3]=1.[NH2:23][CH2:24][CH2:25][CH2:26][N:27]1[CH2:31][CH2:30][CH2:29][C:28]1=[O:32], predict the reaction product. The product is: [CH2:16]([N:15]1[C:14]2[CH:18]=[CH:19][CH:20]=[CH:21][C:13]=2[NH:12]/[C:11]/1=[C:8](\[C:6]1[C:5]([CH3:22])=[CH:4][N:3]=[C:2]([NH:23][CH2:24][CH2:25][CH2:26][N:27]2[CH2:31][CH2:30][CH2:29][C:28]2=[O:32])[N:7]=1)/[C:9]#[N:10])[CH3:17].